Dataset: Forward reaction prediction with 1.9M reactions from USPTO patents (1976-2016). Task: Predict the product of the given reaction. (1) Given the reactants [CH2:1]([C:3]1[CH:8]=[C:7]([C:9]2[N:13]=[C:12]([C:14]3[CH:19]=[C:18]([CH3:20])[C:17]([CH2:21][CH:22]([CH3:24])[CH3:23])=[CH:16][N:15]=3)[O:11][N:10]=2)[CH:6]=[C:5]([CH3:25])[C:4]=1[OH:26])[CH3:2].[CH2:27]([C@@H:29]1[O:31][CH2:30]1)Cl, predict the reaction product. The product is: [CH2:1]([C:3]1[CH:8]=[C:7]([C:9]2[N:13]=[C:12]([C:14]3[CH:19]=[C:18]([CH3:20])[C:17]([CH2:21][CH:22]([CH3:23])[CH3:24])=[CH:16][N:15]=3)[O:11][N:10]=2)[CH:6]=[C:5]([CH3:25])[C:4]=1[O:26][CH2:27][C@@H:29]1[CH2:30][O:31]1)[CH3:2]. (2) The product is: [Br:1][C:2]1[CH:3]=[C:4]([OH:18])[C:5]([NH:11][C:12](=[O:17])[C:13]([CH3:15])([CH3:14])[CH3:16])=[C:6]([C:10]=1[N+:19]([O-:21])=[O:20])[C:7]([OH:9])=[O:8]. Given the reactants [Br:1][C:2]1[CH:3]=[C:4]([OH:18])[C:5]([NH:11][C:12](=[O:17])[C:13]([CH3:16])([CH3:15])[CH3:14])=[C:6]([CH:10]=1)[C:7]([OH:9])=[O:8].[N+:19]([O-])([OH:21])=[O:20], predict the reaction product.